This data is from Experimental lipophilicity measurements (octanol/water distribution) for 4,200 compounds from AstraZeneca. The task is: Regression/Classification. Given a drug SMILES string, predict its absorption, distribution, metabolism, or excretion properties. Task type varies by dataset: regression for continuous measurements (e.g., permeability, clearance, half-life) or binary classification for categorical outcomes (e.g., BBB penetration, CYP inhibition). For this dataset (lipophilicity_astrazeneca), we predict Y. (1) The drug is CC(C)N1CCN[C@@H](CN2CCN(C(=O)Nc3ccc(Cl)c(Cl)c3)CC2)C1. The Y is 1.92 logD. (2) The drug is CNc1nc2ccccc2n1Cc1sc2c(c1C(=O)N1C[C@H](O)CO1)c(=O)n(C)c(=O)n2CC(C)C. The Y is 1.77 logD. (3) The drug is CN(Cc1ccc(Cl)cc1)C(=O)C1(N)CCN(c2ncnc3[nH]ccc23)CC1. The Y is 2.80 logD.